Task: Predict the reactants needed to synthesize the given product.. Dataset: Full USPTO retrosynthesis dataset with 1.9M reactions from patents (1976-2016) (1) The reactants are: [Cl:1][C:2]1[CH:7]=[C:6]([Cl:8])[C:5]([O:9][CH3:10])=[CH:4][C:3]=1[NH:11][C:12]1[C:21]2[C:16](=[CH:17][C:18]([C:24]3[CH:28]=[C:27]([CH:29](OCC)[O:30]CC)[O:26][CH:25]=3)=[C:19]([O:22][CH3:23])[CH:20]=2)[N:15]=[CH:14][C:13]=1[C:36]#[N:37].Cl.C(=O)(O)[O-].[Na+]. Given the product [Cl:1][C:2]1[CH:7]=[C:6]([Cl:8])[C:5]([O:9][CH3:10])=[CH:4][C:3]=1[NH:11][C:12]1[C:21]2[C:16](=[CH:17][C:18]([C:24]3[CH:28]=[C:27]([CH:29]=[O:30])[O:26][CH:25]=3)=[C:19]([O:22][CH3:23])[CH:20]=2)[N:15]=[CH:14][C:13]=1[C:36]#[N:37], predict the reactants needed to synthesize it. (2) Given the product [Cl:11][C:9]1[CH:10]=[C:5]([CH2:4][OH:3])[CH:6]=[C:7]([Cl:21])[C:8]=1[O:12][C:13]1[CH:14]=[CH:15][C:16]([O:19][CH3:20])=[CH:17][CH:18]=1, predict the reactants needed to synthesize it. The reactants are: C([O:3][C:4](=O)[C:5]1[CH:10]=[C:9]([Cl:11])[C:8]([O:12][C:13]2[CH:18]=[CH:17][C:16]([O:19][CH3:20])=[CH:15][CH:14]=2)=[C:7]([Cl:21])[CH:6]=1)C.[H-]. (3) The reactants are: [CH3:1][O:2][C:3](=[O:28])[CH2:4][C:5]1[CH:10]=[CH:9][CH:8]=[C:7]([O:11][CH2:12][CH2:13][CH2:14][NH:15][CH2:16][C:17]2[CH:22]=[CH:21][CH:20]=[C:19]([C:23]([F:26])([F:25])[F:24])[C:18]=2[Cl:27])[CH:6]=1.[S:29]1[CH:33]=[CH:32][C:31]([CH:34]([CH3:37])[CH:35]=O)=[CH:30]1.C(O[BH-](OC(=O)C)OC(=O)C)(=O)C.[Na+].O. Given the product [CH3:1][O:2][C:3](=[O:28])[CH2:4][C:5]1[CH:10]=[CH:9][CH:8]=[C:7]([O:11][CH2:12][CH2:13][CH2:14][N:15]([CH2:16][C:17]2[CH:22]=[CH:21][CH:20]=[C:19]([C:23]([F:25])([F:24])[F:26])[C:18]=2[Cl:27])[CH2:35][CH:34]([C:31]2[CH:32]=[CH:33][S:29][CH:30]=2)[CH3:37])[CH:6]=1, predict the reactants needed to synthesize it. (4) Given the product [C:1]([C:3]1[CH:8]=[CH:7][CH:6]=[CH:5][C:4]=1[C:9]1[CH:14]=[CH:13][C:12]([CH2:15][C:16]2[C:17](=[O:39])[N:18]([C@H:28]3[CH2:33][CH2:32][C@H:31]([C:34]([OH:36])=[O:35])[CH2:30][CH2:29]3)[C:19]3[N:20]([N:25]=[CH:26][N:27]=3)[C:21]=2[CH2:22][CH2:23][CH3:24])=[CH:11][CH:10]=1)#[N:2], predict the reactants needed to synthesize it. The reactants are: [C:1]([C:3]1[CH:8]=[CH:7][CH:6]=[CH:5][C:4]=1[C:9]1[CH:14]=[CH:13][C:12]([CH2:15][C:16]2[C:17](=[O:39])[N:18]([C@H:28]3[CH2:33][CH2:32][C@H:31]([C:34]([O:36]CC)=[O:35])[CH2:30][CH2:29]3)[C:19]3[N:20]([N:25]=[CH:26][N:27]=3)[C:21]=2[CH2:22][CH2:23][CH3:24])=[CH:11][CH:10]=1)#[N:2].[OH-].[Na+].CO.Cl.